This data is from Catalyst prediction with 721,799 reactions and 888 catalyst types from USPTO. The task is: Predict which catalyst facilitates the given reaction. (1) Reactant: C[O:2][C:3](=O)[CH:4]([C:17]1[S:21][C:20]([NH:22][C:23]([NH:25][C:26]2[CH:31]=[CH:30][CH:29]=[C:28]([C:32]([F:35])([F:34])[F:33])[CH:27]=2)=[O:24])=[N:19][CH:18]=1)[CH2:5][O:6][Si:7]([CH:14]([CH3:16])[CH3:15])([CH:11]([CH3:13])[CH3:12])[CH:8]([CH3:10])[CH3:9].[H-].[H-].[H-].[H-].[Li+].[Al+3]. Product: [OH:2][CH2:3][CH:4]([C:17]1[S:21][C:20]([NH:22][C:23]([NH:25][C:26]2[CH:31]=[CH:30][CH:29]=[C:28]([C:32]([F:33])([F:34])[F:35])[CH:27]=2)=[O:24])=[N:19][CH:18]=1)[CH2:5][O:6][Si:7]([CH:14]([CH3:15])[CH3:16])([CH:11]([CH3:12])[CH3:13])[CH:8]([CH3:10])[CH3:9]. The catalyst class is: 1. (2) Reactant: [CH3:1][O:2][C:3]1[CH:15]=[CH:14][C:6]([CH2:7][NH:8][C:9]2[S:10][CH:11]=[CH:12][N:13]=2)=[CH:5][CH:4]=1.C[Si]([N-][Si](C)(C)C)(C)C.[Li+].[Cl:26][C:27]1[C:36]2[C:31](=[CH:32][C:33]([S:39](Cl)(=[O:41])=[O:40])=[C:34]([O:37][CH3:38])[CH:35]=2)[N:30]=[CH:29][CH:28]=1.[NH4+].[Cl-]. The catalyst class is: 1. Product: [Cl:26][C:27]1[C:36]2[C:31](=[CH:32][C:33]([S:39]([N:8]([CH2:7][C:6]3[CH:5]=[CH:4][C:3]([O:2][CH3:1])=[CH:15][CH:14]=3)[C:9]3[S:10][CH:11]=[CH:12][N:13]=3)(=[O:40])=[O:41])=[C:34]([O:37][CH3:38])[CH:35]=2)[N:30]=[CH:29][CH:28]=1. (3) Reactant: Cl.[C:2]1([CH:8]2[O:12][N:11]=[C:10]([C:13]3[N:14]=[C:15]([N:18]4[CH2:23][CH2:22][NH:21][CH2:20][CH2:19]4)[S:16][CH:17]=3)[CH2:9]2)[CH:7]=[CH:6][CH:5]=[CH:4][CH:3]=1.[CH3:24][C:25]1[N:29]([CH2:30][C:31](O)=[O:32])[N:28]=[C:27]([C:34]([F:37])([F:36])[F:35])[CH:26]=1.Cl.CN(C)CCCN=C=NCC.C(N(CC)CC)C.O.ON1C2C=CC=CC=2N=N1. Product: [C:2]1([CH:8]2[O:12][N:11]=[C:10]([C:13]3[N:14]=[C:15]([N:18]4[CH2:23][CH2:22][N:21]([C:31](=[O:32])[CH2:30][N:29]5[C:25]([CH3:24])=[CH:26][C:27]([C:34]([F:37])([F:36])[F:35])=[N:28]5)[CH2:20][CH2:19]4)[S:16][CH:17]=3)[CH2:9]2)[CH:3]=[CH:4][CH:5]=[CH:6][CH:7]=1. The catalyst class is: 4. (4) Reactant: [CH3:1][O:2][C:3]1[CH:20]=[CH:19][C:6]([CH2:7][NH:8][C:9]2[CH:10]=[C:11]3[C:16](=[CH:17][CH:18]=2)[CH2:15][NH:14][CH2:13][CH2:12]3)=[CH:5][CH:4]=1.C(O[C:24]1(O[Si](C)(C)C)[CH2:26][CH2:25]1)C.CC(O)=O.[BH3-]C#N.[Na+]. Product: [CH:24]1([N:14]2[CH2:13][CH2:12][C:11]3[C:16](=[CH:17][CH:18]=[C:9]([NH:8][CH2:7][C:6]4[CH:5]=[CH:4][C:3]([O:2][CH3:1])=[CH:20][CH:19]=4)[CH:10]=3)[CH2:15]2)[CH2:26][CH2:25]1. The catalyst class is: 5.